Dataset: Full USPTO retrosynthesis dataset with 1.9M reactions from patents (1976-2016). Task: Predict the reactants needed to synthesize the given product. Given the product [CH3:11][N:10]([CH3:12])[C:9]1[CH:8]=[CH:7][C:4]([CH:5]=[O:6])=[CH:3][C:2]=1[C:15]1[C:14]([CH3:13])=[CH:23][C:22]2[C:21]([CH3:24])([CH3:25])[CH2:20][CH:19]([CH3:31])[CH:18]([CH3:26])[C:17]=2[CH:16]=1, predict the reactants needed to synthesize it. The reactants are: Br[C:2]1[CH:3]=[C:4]([CH:7]=[CH:8][C:9]=1[N:10]([CH3:12])[CH3:11])[CH:5]=[O:6].[CH3:13][C:14]1[C:15](B(O)O)=[CH:16][C:17]2[C:18](C)([CH3:26])[CH2:19][CH2:20][C:21]([CH3:25])([CH3:24])[C:22]=2[CH:23]=1.[CH2:31](O)C.C(=O)([O-])[O-].[K+].[K+].